This data is from Experimentally validated miRNA-target interactions with 360,000+ pairs, plus equal number of negative samples. The task is: Binary Classification. Given a miRNA mature sequence and a target amino acid sequence, predict their likelihood of interaction. The miRNA is cel-miR-1832a-3p with sequence UGGGCGGAGCGAAUCGAUGAU. The protein sequence of the target gene is MATLGHTFPFYAGPKPTFPMDTTLASIIMIFLTALATFIVILPGIRGKTRLFWLLRVVTSLFIGAAILAVNFSSEWSVGQVSTNTSYKAFSSEWISADIGLQVGLGGVNITLTGTPVQQLNETINYNEEFTWRLGENYAEEYAKALEKGLPDPVLYLAEKFTPRSPCGLYRQYRLAGHYTSAMLWVAFLCWLLANVMLSMPVLVYGGYMLLATGIFQLLALLFFSMATSLTSPCPLHLGASVLHTHHGPAFWITLTTGLLCVLLGLAMAVAHRMQPHRLKAFFNQSVDEDPMLEWSPEEG.... Result: 0 (no interaction).